This data is from Experimentally validated miRNA-target interactions with 360,000+ pairs, plus equal number of negative samples. The task is: Binary Classification. Given a miRNA mature sequence and a target amino acid sequence, predict their likelihood of interaction. (1) The miRNA is hsa-miR-664a-3p with sequence UAUUCAUUUAUCCCCAGCCUACA. The protein sequence of the target gene is MEAAVGAPDGVDQGGVGPLEDETPMDAYLRKLGLYRKLVAKDGSCLFRAVAEQVLHSQSRHVEVRMACIRYLRENREKFEAFIEGSFEEYLKRLENPQEWVGQVEISALSLMYRKDFVIYQEPNVSPSHVTENNFPEKVLLCFSNGNHYDIVYPITYKDSSAMCQSLLYELLYEKVFKTDVSKIMMGLEASEVAEESNSEISDSEDDSCKSKSTAATDVNGFKPSGSENPKNNGNSADLPLSRKVLKSLNPAVYRNVEYEIWLKSKQAQQKRDYSIAAGLQYEVGDKCHQVRLDHNGKLS.... Result: 0 (no interaction). (2) The miRNA is hsa-miR-1234-3p with sequence UCGGCCUGACCACCCACCCCAC. The protein sequence of the target gene is MANVADTKLYDILGVPPGASENELKKAYRKLAKEYHPDKNPNAGDKFKEISFAYEVLSNPEKRELYDRYGEQGLREGSGGGGGMDDIFSHIFGGGLFGFMGNQSRSRNGRRRGEDMMHPLKVSLEDLYNGKTTKLQLSKNVLCSACSGQGGKSGAVQKCSACRGRGVRIMIRQLAPGMVQQMQSVCSDCNGEGEVINEKDRCKKCEGKKVIKEVKILEVHVDKGMKHGQRITFTGEADQAPGVEPGDIVLLLQEKEHEVFQRDGNDLHMTYKIGLVEALCGFQFTFKHLDGRQIVVKYPP.... Result: 0 (no interaction). (3) The miRNA is hsa-miR-4727-5p with sequence AUCUGCCAGCUUCCACAGUGG. Result: 0 (no interaction). The protein sequence of the target gene is MGKDYYKILGIPSGANEDEIKKAYRKMALKYHPDKNKEPNAEEKFKEIAEAYDVLSDPKKRGLYDQYGEEGLKTGGGTSGGSSGSFHYTFHGDPHATFASFFGGSNPFDIFFASSRSTRPFSGFDPDDMDVDEDEDPFGAFGRFGFNGLSRGPRRAPEPLYPRRKVQDPPVVHELRVSLEEIYHGSTKRMKITRRRLNPDGRTVRTEDKILHIVIKRGWKEGTKITFPKEGDATPDNIPADIVFVLKDKPHAHFRRDGTNVLYSALISLKEALCGCTVNIPTIDGRVIPLPCNDVIKPGT.... (4) The miRNA is hsa-miR-7-1-3p with sequence CAACAAAUCACAGUCUGCCAUA. The protein sequence of the target gene is MWERRGRGESAAGTAAVASRNASGLRPPPAILPTSMCQPPGIMQFEESQLGAQAPRATQPPDLRPMETFLTGEPKALGTVQILIGLIHLGFGSVLLMVRRGHLGMLFIEGGVPFWGGACFIISGSLSVAAERNHTSCLLKSSLGTNILSAMAAFAGTAILLMDFGVTNWDVGRGYLAVLTIFTILEFFIAVIATHFGCQATRAQTNASVIFLPNAFGTDFNIPSPAVSPPPAYDNVAYMPKESSE. Result: 0 (no interaction).